Dataset: Peptide-MHC class II binding affinity with 134,281 pairs from IEDB. Task: Regression. Given a peptide amino acid sequence and an MHC pseudo amino acid sequence, predict their binding affinity value. This is MHC class II binding data. (1) The peptide sequence is KKDLISYGGGWRLSA. The MHC is DRB1_1302 with pseudo-sequence DRB1_1302. The binding affinity (normalized) is 0.225. (2) The peptide sequence is AFILDGDNLFPKA. The MHC is DRB1_0401 with pseudo-sequence DRB1_0401. The binding affinity (normalized) is 0.597. (3) The peptide sequence is PPAGTRKIMKVVNRW. The binding affinity (normalized) is 0.524. The MHC is DRB1_0301 with pseudo-sequence DRB1_0301. (4) The peptide sequence is MTDPHAMRDMAGRFE. The MHC is DRB1_1201 with pseudo-sequence DRB1_1201. The binding affinity (normalized) is 0.310. (5) The peptide sequence is PELQNFLNFLEANGL. The MHC is DRB1_0802 with pseudo-sequence DRB1_0802. The binding affinity (normalized) is 0.453. (6) The peptide sequence is VLIWVGINTRNMTMSK. The MHC is DRB1_0801 with pseudo-sequence DRB1_0801. The binding affinity (normalized) is 0.505. (7) The peptide sequence is VRAFEGIRNDVQMTL. The MHC is DRB1_0101 with pseudo-sequence DRB1_0101. The binding affinity (normalized) is 0.616.